This data is from Full USPTO retrosynthesis dataset with 1.9M reactions from patents (1976-2016). The task is: Predict the reactants needed to synthesize the given product. The reactants are: [Br:1]N1C(=O)CCC1=O.[N+:9]([C:12]1[CH:18]=[CH:17][C:15]([NH2:16])=[CH:14][CH:13]=1)([O-:11])=[O:10]. Given the product [Br:1][C:17]1[CH:18]=[C:12]([N+:9]([O-:11])=[O:10])[CH:13]=[CH:14][C:15]=1[NH2:16], predict the reactants needed to synthesize it.